Dataset: Full USPTO retrosynthesis dataset with 1.9M reactions from patents (1976-2016). Task: Predict the reactants needed to synthesize the given product. The reactants are: [C:1]([O:5][C:6]([N:8]([C:16]1[C:21]([C:22]2[O:23][C:24]([C:27]3[CH:32]=[CH:31][CH:30]=[CH:29][CH:28]=3)=[N:25][N:26]=2)=[N:20][C:19](Br)=[CH:18][N:17]=1)[C:9](=[O:15])[O:10][C:11]([CH3:14])([CH3:13])[CH3:12])=[O:7])([CH3:4])([CH3:3])[CH3:2].[CH3:34][S:35]([CH2:38][CH2:39][N:40]1[CH2:45][CH2:44][NH:43][CH2:42][CH2:41]1)(=[O:37])=[O:36]. Given the product [O:5]([C:6]([N:8]([C:16]1[C:21]([C:22]2[O:23][C:24]([C:27]3[CH:32]=[CH:31][CH:30]=[CH:29][CH:28]=3)=[N:25][N:26]=2)=[N:20][C:19]([N:43]2[CH2:42][CH2:41][N:40]([CH2:39][CH2:38][S:35]([CH3:34])(=[O:36])=[O:37])[CH2:45][CH2:44]2)=[CH:18][N:17]=1)[C:9](=[O:15])[O:10][C:11]([CH3:14])([CH3:13])[CH3:12])=[O:7])[C:1]([CH3:4])([CH3:3])[CH3:2], predict the reactants needed to synthesize it.